From a dataset of Blood-brain barrier penetration binary classification data from Martins et al.. Regression/Classification. Given a drug SMILES string, predict its absorption, distribution, metabolism, or excretion properties. Task type varies by dataset: regression for continuous measurements (e.g., permeability, clearance, half-life) or binary classification for categorical outcomes (e.g., BBB penetration, CYP inhibition). Dataset: bbb_martins. (1) The molecule is O=C([O-])c1ccccc1Oc1ccccc1. The result is 1 (penetrates BBB). (2) The molecule is O=C1CN2CCOC2(c2ccccc2F)c2cc(Br)ccc2N1. The result is 1 (penetrates BBB). (3) The drug is O=c1nc[nH]c2c1ncn2[C@H]1CC[C@@H](CO)O1. The result is 0 (does not penetrate BBB). (4) The molecule is CCNC1C2CCC(C2)C1c1ccccc1. The result is 1 (penetrates BBB). (5) The molecule is O=c1[nH]c2ccccc2n1CCCN1CCC(n2c(=O)[nH]c3cc(Cl)ccc32)CC1. The result is 0 (does not penetrate BBB).